From a dataset of Catalyst prediction with 721,799 reactions and 888 catalyst types from USPTO. Predict which catalyst facilitates the given reaction. (1) Reactant: [Cl:1][C:2]1[C:3]([OH:16])=[C:4]([C:11]([O:13]CC)=O)[C:5](=[O:10])[N:6]([CH3:9])[C:7]=1[CH3:8].[NH2:17][C:18]1[S:19][CH:20]=[CH:21][N:22]=1.BrC1C=CC=CC=1. Product: [Cl:1][C:2]1[C:3]([OH:16])=[C:4]([C:11]([NH:17][C:18]2[S:19][CH:20]=[CH:21][N:22]=2)=[O:13])[C:5](=[O:10])[N:6]([CH3:9])[C:7]=1[CH3:8]. The catalyst class is: 81. (2) Reactant: [H-].[Na+].[F:3][C:4]1[CH:9]=[CH:8][C:7]([F:10])=[CH:6][C:5]=1[C:11]1([C:18]#[N:19])[CH2:16][CH2:15][CH:14]([OH:17])[CH2:13][CH2:12]1.[CH3:20]I. Product: [F:3][C:4]1[CH:9]=[CH:8][C:7]([F:10])=[CH:6][C:5]=1[C:11]1([C:18]#[N:19])[CH2:16][CH2:15][CH:14]([O:17][CH3:20])[CH2:13][CH2:12]1. The catalyst class is: 1. (3) Reactant: [Br:1][C:2]1[CH:30]=[CH:29][C:28]([F:31])=[CH:27][C:3]=1[O:4][CH:5]1[CH2:10][CH2:9][N:8]([C:11]2[CH:15]=[C:14]([C:16]3[N:17]=[N:18][N:19]([CH2:21][C:22]([O:24]CC)=[O:23])[N:20]=3)[O:13][N:12]=2)[CH2:7][CH2:6]1.[OH-].[Na+]. Product: [Br:1][C:2]1[CH:30]=[CH:29][C:28]([F:31])=[CH:27][C:3]=1[O:4][CH:5]1[CH2:10][CH2:9][N:8]([C:11]2[CH:15]=[C:14]([C:16]3[N:17]=[N:18][N:19]([CH2:21][C:22]([OH:24])=[O:23])[N:20]=3)[O:13][N:12]=2)[CH2:7][CH2:6]1. The catalyst class is: 36. (4) Reactant: [CH3:1][C:2]1[CH:11]=[CH:10][C:5]2[NH:6][C:7](=[O:9])[O:8][C:4]=2[CH:3]=1.C([O-])([O-])=O.[K+].[K+].[CH2:18]([O:25][C:26](=[O:29])[CH2:27]Br)[C:19]1[CH:24]=[CH:23][CH:22]=[CH:21][CH:20]=1. Product: [CH2:18]([O:25][C:26](=[O:29])[CH2:27][N:6]1[C:5]2[CH:10]=[CH:11][C:2]([CH3:1])=[CH:3][C:4]=2[O:8][C:7]1=[O:9])[C:19]1[CH:24]=[CH:23][CH:22]=[CH:21][CH:20]=1. The catalyst class is: 39. (5) Reactant: [N+:1]([C:4]1[O:8][C:7]([C:9](Cl)=[O:10])=[CH:6][CH:5]=1)([O-:3])=[O:2].[CH2:12]([N:19]1[CH2:24][CH2:23][N:22]([C:25]2[CH:26]=[C:27]([CH:30]=[CH:31][CH:32]=2)[C:28]#[N:29])[CH2:21][CH2:20]1)[C:13]1[CH:18]=[CH:17][CH:16]=[CH:15][CH:14]=1. Product: [CH2:12]([N:19]1[CH2:24][CH2:23][N:22]([C:25]2[CH:26]=[C:27]([CH:30]=[CH:31][CH:32]=2)[CH2:28][NH:29][C:9]([C:7]2[O:8][C:4]([N+:1]([O-:3])=[O:2])=[CH:5][CH:6]=2)=[O:10])[CH2:21][CH2:20]1)[C:13]1[CH:14]=[CH:15][CH:16]=[CH:17][CH:18]=1. The catalyst class is: 2.